Dataset: Forward reaction prediction with 1.9M reactions from USPTO patents (1976-2016). Task: Predict the product of the given reaction. (1) Given the reactants [CH3:1][N:2]([S:23]([C:26]1[CH:31]=[CH:30][CH:29]=[CH:28][N:27]=1)(=[O:25])=[O:24])[C:3]1[CH:4]=[CH:5][CH:6]=[C:7]2[C:11]=1[NH:10][C:9]([C:12]1[S:13][CH:14]([CH2:17][C:18]([O:20]CC)=[O:19])[CH2:15][N:16]=1)=[CH:8]2.[OH-].[K+].Cl, predict the reaction product. The product is: [CH3:1][N:2]([S:23]([C:26]1[CH:31]=[CH:30][CH:29]=[CH:28][N:27]=1)(=[O:25])=[O:24])[C:3]1[CH:4]=[CH:5][CH:6]=[C:7]2[C:11]=1[NH:10][C:9]([C:12]1[S:13][CH:14]([CH2:17][C:18]([OH:20])=[O:19])[CH2:15][N:16]=1)=[CH:8]2. (2) Given the reactants [CH3:1][N:2]1[CH:10]=[C:9]2[C:4]([CH:5]=[C:6]([C:11]3[C:12]4[C:19]([C:20]([OH:22])=[O:21])=[CH:18][N:17](COCC[Si](C)(C)C)[C:13]=4[N:14]=[CH:15][N:16]=3)[CH:7]=[CH:8]2)=[N:3]1.CN(C(ON1N=N[C:41]2[CH:42]=CC=N[C:40]1=2)=[N+](C)C)C.F[P-](F)(F)(F)(F)F.C(O)CC.CCN(C(C)C)C(C)C.C(=O)(O)[O-].[Na+].[F-].[Cs+].C(O)(C(F)(F)F)=O, predict the reaction product. The product is: [CH3:1][N:2]1[CH:10]=[C:9]2[C:4]([CH:5]=[C:6]([C:11]3[C:12]4[C:19]([C:20]([O:22][CH2:40][CH2:41][CH3:42])=[O:21])=[CH:18][NH:17][C:13]=4[N:14]=[CH:15][N:16]=3)[CH:7]=[CH:8]2)=[N:3]1. (3) The product is: [CH2:25]1[C:26]2[C:21](=[CH:20][C:19]([NH:18][C:10]3[N:9]=[C:8]([CH2:7][CH2:6][C:5]4[CH:36]=[CH:37][CH:38]=[CH:39][C:4]=4[CH2:3][C:2]([NH2:1])=[O:40])[C:13]([C:14]([F:16])([F:17])[F:15])=[CH:12][N:11]=3)=[CH:28][CH:27]=2)[CH2:22][CH2:23][NH:24]1. Given the reactants [NH2:1][C:2](=[O:40])[CH2:3][C:4]1[CH:39]=[CH:38][CH:37]=[CH:36][C:5]=1[CH2:6][CH2:7][C:8]1[C:13]([C:14]([F:17])([F:16])[F:15])=[CH:12][N:11]=[C:10]([NH:18][C:19]2[CH:20]=[C:21]3[C:26](=[CH:27][CH:28]=2)[CH2:25][N:24](C(OC(C)(C)C)=O)[CH2:23][CH2:22]3)[N:9]=1.C(O)(C(F)(F)F)=O, predict the reaction product. (4) The product is: [CH2:7]([NH:14][CH2:15][CH2:16][CH2:17][CH2:18][CH2:19][C:20]#[CH:21])[C:8]1[CH:13]=[CH:12][CH:11]=[CH:10][CH:9]=1. Given the reactants [H-].[Al+3].[Li+].[H-].[H-].[H-].[CH2:7]([NH:14][C:15](=O)[CH2:16][CH2:17][CH2:18][CH2:19][C:20]#[CH:21])[C:8]1[CH:13]=[CH:12][CH:11]=[CH:10][CH:9]=1.O.[OH-].[Na+], predict the reaction product. (5) The product is: [Cl-:20].[CH3:17][C:14]1[N:13]=[CH:12][C:11]([C:8]2[S:7][C:6]([NH3+:5])=[N:10][CH:9]=2)=[CH:16][CH:15]=1. Given the reactants CC(C)(C)C([NH:5][C:6]1[S:7][C:8]([C:11]2[CH:12]=[N:13][C:14]([CH3:17])=[CH:15][CH:16]=2)=[CH:9][N:10]=1)=O.[ClH:20], predict the reaction product. (6) The product is: [CH:1]([C@H:4]1[NH:19][C:18](=[O:20])[C@@H:17]2[NH:16][C:15](=[O:42])[C@@H:14]([CH:43]([CH3:45])[CH3:44])[NH:13][C:12](=[O:46])[CH2:11][C@@H:10]([CH:47]=[CH:48][CH2:49][CH2:50][S:51][S:22][CH2:21]2)[O:9][C:8](=[O:71])[CH2:7][NH:6][C:5]1=[O:72])([CH3:3])[CH3:2]. Given the reactants [CH:1]([C@H:4]1[NH:19][C:18](=[O:20])[C@@H:17]([CH2:21][S:22]C(C2C=CC=CC=2)(C2C=CC=CC=2)C2C=CC=CC=2)[NH:16][C:15](=[O:42])[C@@H:14]([CH:43]([CH3:45])[CH3:44])[NH:13][C:12](=[O:46])[CH2:11][C@@H:10](/[CH:47]=[CH:48]/[CH2:49][CH2:50][S:51]C(C2C=CC=CC=2)(C2C=CC=CC=2)C2C=CC=CC=2)[O:9][C:8](=[O:71])[CH2:7][NH:6][C:5]1=[O:72])([CH3:3])[CH3:2], predict the reaction product.